Dataset: Forward reaction prediction with 1.9M reactions from USPTO patents (1976-2016). Task: Predict the product of the given reaction. (1) The product is: [F:1][C:2]1[CH:3]=[C:4]2[C:9](=[N:10][CH:11]=1)[N:8]=[C:7]([C:12]([F:15])([F:14])[F:13])[C:6]([C:21]1[CH:26]=[N:25][N:24]([CH3:27])[C:23](=[O:28])[C:22]=1[O:29][CH3:30])=[CH:5]2. Given the reactants [F:1][C:2]1[CH:3]=[C:4]2[C:9](=[N:10][CH:11]=1)[N:8]=[C:7]([C:12]([F:15])([F:14])[F:13])[C:6]([Sn](C)(C)C)=[CH:5]2.Cl[C:21]1[CH:26]=[N:25][N:24]([CH3:27])[C:23](=[O:28])[C:22]=1[O:29][CH3:30].CN(C)C=O, predict the reaction product. (2) Given the reactants CC1C=CC(S(O[CH2:12][CH:13]2[CH2:17][O:16][C:15]([CH3:19])([CH3:18])[O:14]2)(=O)=O)=CC=1.[N-:20]=[N+:21]=[N-:22].[Na+], predict the reaction product. The product is: [N:20]([CH2:12][CH:13]1[CH2:17][O:16][C:15]([CH3:19])([CH3:18])[O:14]1)=[N+:21]=[N-:22]. (3) Given the reactants [CH3:1][CH2:2][O:3]/[C:4](/[O-:8])=[CH:5]/[N+]#N.[O:9]1[CH2:14][CH2:13][CH2:12][CH2:11][CH2:10]1, predict the reaction product. The product is: [O:9]1[CH2:14][CH2:13][CH2:12][CH2:11][CH:10]1[CH2:5][C:4]([O:3][CH2:2][CH3:1])=[O:8]. (4) The product is: [C:1]([C:3]1([C:4]#[N:5])[C:6]2([CH2:11][CH2:10][N:9]([C:12]3[CH:17]=[CH:16][C:15]([N:18]4[CH2:22][C@H:21]([CH2:23][NH:24][C:25](=[O:27])[CH3:26])[O:20][C:19]4=[O:28])=[CH:14][C:13]=3[F:29])[CH2:8][CH2:7]2)[CH2:31]1)#[N:2]. Given the reactants [C:1]([C:3](=[C:6]1[CH2:11][CH2:10][N:9]([C:12]2[CH:17]=[CH:16][C:15]([N:18]3[CH2:22][C@H:21]([CH2:23][NH:24][C:25](=[O:27])[CH3:26])[O:20][C:19]3=[O:28])=[CH:14][C:13]=2[F:29])[CH2:8][CH2:7]1)[C:4]#[N:5])#[N:2].[I-].[CH3:31][S+](C)(C)=O.CC(C)([O-])C.[K+], predict the reaction product. (5) Given the reactants [NH:1]1[C:9]2[CH:8]=[CH:7][CH:6]=[C:5]([CH:10]=[O:11])[C:4]=2[CH:3]=[CH:2]1.[N:12]([CH2:15][CH2:16][CH2:17][CH3:18])=[C:13]=[O:14], predict the reaction product. The product is: [CH2:15]([NH:12][C:13]([N:1]1[C:9]2[C:4](=[C:5]([CH:10]=[O:11])[CH:6]=[CH:7][CH:8]=2)[CH:3]=[CH:2]1)=[O:14])[CH2:16][CH2:17][CH3:18]. (6) Given the reactants [C:1]([O-:6])(=O)[CH:2]([CH3:4])[OH:3].C([O-])(=O)CCC([O-])=[O:11].C([O-])(=O)C.[CH:19]([O-:21])=O.C([O-])(=O)/C=C/C([O-])=O.C(O)=O.[C:33](O)(=[O:37])[C:34](C)=[O:35], predict the reaction product. The product is: [O:35]=[CH:34][C@@H:33]([C@H:19]([C@@H:4]([C@@H:2]([CH2:1][OH:6])[OH:3])[OH:11])[OH:21])[OH:37]. (7) Given the reactants [CH:1]([CH:4]1[CH2:9][CH2:8][CH2:7][CH:6]([CH:10]([CH3:14])[CH2:11][CH:12]=[O:13])[CH2:5]1)([CH3:3])[CH3:2].C=O.[C:17](O)(=O)CC.N1CCCC1, predict the reaction product. The product is: [CH:1]([CH:4]1[CH2:9][CH2:8][CH2:7][CH:6]([CH:10]([CH3:14])[C:11](=[CH2:17])[CH:12]=[O:13])[CH2:5]1)([CH3:3])[CH3:2]. (8) Given the reactants S(Cl)(Cl)=O.[F:5][C:6]([F:11])([F:10])[C:7](O)=[O:8].[NH2:12][CH2:13][C:14]([OH:16])=O.[NH2:17][C:18]1[C:19]([I:32])=[C:20]([C:29]([Cl:31])=[O:30])[C:21]([I:28])=[C:22]([C:26]=1[I:27])[C:23]([Cl:25])=[O:24].[CH3:33]C(N(C)C)=O, predict the reaction product. The product is: [I:28][C:21]1[C:20]([C:29]([Cl:31])=[O:30])=[C:19]([I:32])[C:18]([N:17]([CH3:33])[C:14](=[O:16])[CH2:13][NH:12][C:7](=[O:8])[C:6]([F:11])([F:10])[F:5])=[C:26]([I:27])[C:22]=1[C:23]([Cl:25])=[O:24]. (9) Given the reactants C(SCCNC(=O)CCNC(=O)[C@H](O)C(C)(C)COP(O)(=O)OP(O)(=O)[O:20][CH2:21][C@H:22]1[O:26][C@@H:25](N2C3N=CN=C(N)C=3N=C2)[C@H:24]([OH:37])[C@@H:23]1[O:38]P(O)(O)=O)(=O)C.[CH2:52]([O:63]P(O)(O)=O)[C@H:53]1[O:58][C@@H:57]([OH:59])[C@H:56]([OH:60])[C@@H:55]([OH:61])[C@@H:54]1[OH:62].C([O-])(=O)[C:69](C)=[O:70], predict the reaction product. The product is: [CH2:52]([OH:63])[C@H:53]1[O:58][C@H:57]([O:59][C@:22]2([CH2:21][OH:20])[O:26][C@H:25]([CH2:69][OH:70])[C@@H:24]([OH:37])[C@@H:23]2[OH:38])[C@H:56]([OH:60])[C@@H:55]([OH:61])[C@@H:54]1[OH:62]. (10) Given the reactants [CH2:1]([NH:3][CH2:4][CH3:5])[CH3:2].[CH:6]1[CH:7]=[CH:8][C:9]2[O:16][C:14](=[O:15])[CH2:13][CH2:12][C:10]=2[CH:11]=1, predict the reaction product. The product is: [CH2:1]([N:3]([CH2:4][CH3:5])[C:14](=[O:15])[CH2:13][CH2:12][C:10]1[CH:11]=[CH:6][CH:7]=[CH:8][C:9]=1[OH:16])[CH3:2].